From a dataset of Peptide-MHC class II binding affinity with 134,281 pairs from IEDB. Regression. Given a peptide amino acid sequence and an MHC pseudo amino acid sequence, predict their binding affinity value. This is MHC class II binding data. (1) The binding affinity (normalized) is 0.883. The MHC is DRB3_0202 with pseudo-sequence DRB3_0202. The peptide sequence is QIDAFIANAGATADS. (2) The peptide sequence is AFKVMATAANAAPAN. The MHC is DRB1_0901 with pseudo-sequence DRB1_0901. The binding affinity (normalized) is 0.587. (3) The peptide sequence is RKGVLFNIQYVNYWF. The MHC is HLA-DPA10201-DPB11401 with pseudo-sequence HLA-DPA10201-DPB11401. The binding affinity (normalized) is 0.0754. (4) The peptide sequence is PFKVAATAANAAPAN. The MHC is HLA-DPA10201-DPB11401 with pseudo-sequence HLA-DPA10201-DPB11401. The binding affinity (normalized) is 0.638. (5) The peptide sequence is CTNAKVTAKGVSEAN. The MHC is DRB1_1302 with pseudo-sequence DRB1_1302. The binding affinity (normalized) is 0.159. (6) The peptide sequence is KAAVAAAASVPAADK. The MHC is HLA-DPA10201-DPB10101 with pseudo-sequence HLA-DPA10201-DPB10101. The binding affinity (normalized) is 0.133. (7) The peptide sequence is DIYISRRLLGTFTWT. The MHC is DRB1_0802 with pseudo-sequence DRB1_0802. The binding affinity (normalized) is 0.427. (8) The peptide sequence is VCGMFTNRSGSQQ. The MHC is DRB3_0101 with pseudo-sequence DRB3_0101. The binding affinity (normalized) is 0.186.